From a dataset of Full USPTO retrosynthesis dataset with 1.9M reactions from patents (1976-2016). Predict the reactants needed to synthesize the given product. (1) Given the product [CH2:1]([N:4]([CH2:5][CH2:6][CH2:7][CH2:8][O:9][C:10]1[CH:11]=[C:12]2[C:16](=[CH:17][CH:18]=1)[N:15]([C:25]1[CH:26]=[CH:27][C:22]([Br:21])=[CH:23][CH:24]=1)[C:14]([CH3:19])=[CH:13]2)[CH3:20])[CH:2]=[CH2:3], predict the reactants needed to synthesize it. The reactants are: [CH2:1]([N:4]([CH3:20])[CH2:5][CH2:6][CH2:7][CH2:8][O:9][C:10]1[CH:11]=[C:12]2[C:16](=[CH:17][CH:18]=1)[NH:15][C:14]([CH3:19])=[CH:13]2)[CH:2]=[CH2:3].[Br:21][C:22]1[CH:27]=[CH:26][C:25](F)=[CH:24][CH:23]=1. (2) Given the product [F:8][C:4]1[CH:5]=[CH:6][CH:7]=[C:2]([F:1])[C:3]=1[C:9]1[C:18]2[CH:17]=[C:16]([C:19]([OH:21])=[O:20])[CH:15]=[CH:14][C:13]=2[C:12]2=[N:22][NH:23][CH:24]=[C:11]2[N:10]=1, predict the reactants needed to synthesize it. The reactants are: [F:1][C:2]1[CH:7]=[CH:6][CH:5]=[C:4]([F:8])[C:3]=1[C:9]1[C:18]2[CH:17]=[C:16]([C:19]([OH:21])=[O:20])[CH:15]=[CH:14][C:13]=2[C:12]2[N:22](S(=O)(=O)N(C)C)[N:23]=[CH:24][C:11]=2[N:10]=1.C(O)(C(F)(F)F)=O.